Dataset: Catalyst prediction with 721,799 reactions and 888 catalyst types from USPTO. Task: Predict which catalyst facilitates the given reaction. Reactant: C(O[C:6](=O)[NH:7][CH2:8][CH2:9][NH:10][CH:11]1[CH2:14][N:13]([C:15]([C:17]2[S:21][C:20]3[CH:22]=[C:23]([C:26]([F:29])([F:28])[F:27])[CH:24]=[CH:25][C:19]=3[CH:18]=2)=[O:16])[CH2:12]1)(C)(C)C.CCN(CC)CC.ClC[C:40](Cl)=[O:41].C([O-])([O-])=O.[K+].[K+].Br[C:50]1[N:55]=[CH:54][CH:53]=[CH:52][N:51]=1. Product: [N:51]1[CH:52]=[CH:53][CH:54]=[N:55][C:50]=1[N:7]1[CH2:8][CH2:9][N:10]([CH:11]2[CH2:14][N:13]([C:15]([C:17]3[S:21][C:20]4[CH:22]=[C:23]([C:26]([F:27])([F:29])[F:28])[CH:24]=[CH:25][C:19]=4[CH:18]=3)=[O:16])[CH2:12]2)[C:40](=[O:41])[CH2:6]1. The catalyst class is: 2.